From a dataset of Peptide-MHC class II binding affinity with 134,281 pairs from IEDB. Regression. Given a peptide amino acid sequence and an MHC pseudo amino acid sequence, predict their binding affinity value. This is MHC class II binding data. (1) The peptide sequence is AQDLELSWNLNGLQAY. The MHC is HLA-DQA10301-DQB10302 with pseudo-sequence HLA-DQA10301-DQB10302. The binding affinity (normalized) is 0.300. (2) The peptide sequence is MMGVPLQCSALLVRE. The MHC is H-2-IAd with pseudo-sequence H-2-IAd. The binding affinity (normalized) is 0.